Dataset: Forward reaction prediction with 1.9M reactions from USPTO patents (1976-2016). Task: Predict the product of the given reaction. (1) Given the reactants [Cl:1][C:2]1[CH:9]=[CH:8][CH:7]=[CH:6][C:3]=1[CH:4]=[O:5].[CH3:10][O:11][C:12]1[CH:13]=[C:14]([CH:16]=[CH:17][C:18]=1[CH3:19])[NH2:15], predict the reaction product. The product is: [NH2:15][C:14]1[CH:13]=[C:12]([O:11][CH3:10])[C:18]([CH3:19])=[CH:17][C:16]=1[C:4]([C:3]1[CH:6]=[CH:7][CH:8]=[CH:9][C:2]=1[Cl:1])=[O:5]. (2) Given the reactants O1CCCCC1[N:7]1[C:15]2[C:10](=[CH:11][C:12]([C:16]3[N:20]=[CH:19][N:18](C(C4C=CC=CC=4)(C4C=CC=CC=4)C4C=CC=CC=4)[N:17]=3)=[CH:13][CH:14]=2)[C:9]([C:40]2[CH:45]=[CH:44][C:43]([NH2:46])=[CH:42][CH:41]=2)=[N:8]1.C(N(CC)CC)C.[O:54]1[CH:58]=[CH:57][CH:56]=[C:55]1Cl.[C:60](=O)(O)[O-:61].[Na+], predict the reaction product. The product is: [NH:17]1[C:16]([C:12]2[CH:11]=[C:10]3[C:15](=[CH:14][CH:13]=2)[NH:7][N:8]=[C:9]3[C:40]2[CH:45]=[CH:44][C:43]([NH:46][C:60]([C:55]3[O:54][CH:58]=[CH:57][CH:56]=3)=[O:61])=[CH:42][CH:41]=2)=[N:20][CH:19]=[N:18]1. (3) Given the reactants Cl[C:2]1[C:3]([C:9]#[N:10])=[N:4][C:5](Cl)=[CH:6][N:7]=1.[F-:11].[K+].[CH3:13][CH:14]1[C:18](=[O:19])[CH2:17][CH2:16][C:15]1=[O:20].C(N(CC)CC)C, predict the reaction product. The product is: [F:11][C:5]1[N:4]=[C:3]([C:9]#[N:10])[C:2]([O:19][C:18]2[CH2:17][CH2:16][C:15](=[O:20])[C:14]=2[CH3:13])=[N:7][CH:6]=1. (4) Given the reactants [CH3:1][C:2]1([CH3:23])[C:10]2[C:5](=[CH:6][CH:7]=[C:8]([C:11]3[N:16]=[C:15]([N:17]4[CH2:22][CH2:21][NH:20][CH2:19][CH2:18]4)[CH:14]=[CH:13][CH:12]=3)[CH:9]=2)[CH2:4][CH2:3]1.[C:24]([O:27][CH2:28][CH2:29][CH2:30][CH2:31]Br)(=[O:26])[CH3:25].C(=O)([O-])[O-].[K+].[K+], predict the reaction product. The product is: [CH3:1][C:2]1([CH3:23])[C:10]2[C:5](=[CH:6][CH:7]=[C:8]([C:11]3[N:16]=[C:15]([N:17]4[CH2:22][CH2:21][N:20]([CH2:31][CH2:30][CH2:29][CH2:28][O:27][C:24](=[O:26])[CH3:25])[CH2:19][CH2:18]4)[CH:14]=[CH:13][CH:12]=3)[CH:9]=2)[CH2:4][CH2:3]1. (5) Given the reactants [NH2:1][C:2]1[C:7]2[S:8][C:9]([C:11]3[C:18]([F:19])=[CH:17][C:14]([C:15]#[N:16])=[CH:13][C:12]=3[Cl:20])=[N:10][C:6]=2[CH:5]=[CH:4][N:3]=1.C(OC(=O)[NH:27][C:28]1[C:33]2S[C:35](C3C(F)=CC(C#N)=CC=3Cl)=[N:36][C:32]=2C=C[N:29]=1)(C)(C)C, predict the reaction product. The product is: [ClH:20].[NH2:29][C:28]1[N:27]=[CH:35][N:36]=[C:32]([NH:1][C:2]2[C:7]3[S:8][C:9]([C:11]4[C:18]([F:19])=[CH:17][C:14]([C:15]#[N:16])=[CH:13][C:12]=4[Cl:20])=[N:10][C:6]=3[CH:5]=[CH:4][N:3]=2)[CH:33]=1. (6) Given the reactants O1CCCC1.B.CS(O)(=O)=O.[O:12]=[C:13]([N:27]1[CH2:32][CH2:31][N:30]2[C:33]([C:36]([F:39])([F:38])[F:37])=[N:34][N:35]=[C:29]2[CH2:28]1)[CH:14]=[C:15]([NH2:26])[CH2:16][C:17]1[CH:22]=[C:21]([F:23])[C:20]([F:24])=[CH:19][C:18]=1[F:25].N, predict the reaction product. The product is: [O:12]=[C:13]([N:27]1[CH2:32][CH2:31][N:30]2[C:33]([C:36]([F:39])([F:38])[F:37])=[N:34][N:35]=[C:29]2[CH2:28]1)[CH2:14][CH:15]([NH2:26])[CH2:16][C:17]1[CH:22]=[C:21]([F:23])[C:20]([F:24])=[CH:19][C:18]=1[F:25]. (7) Given the reactants [N+:1]([C:4]1[C:17]2[C:16]3[C:11](=[C:12]4[CH:21]=[C:20]5[O:22][CH2:23][O:24][C:19]5=[CH:18][C:13]4=[N:14][CH:15]=3)[N:10]([CH2:25][CH2:26][N:27]([CH3:29])[CH3:28])[C:9](=[O:30])[C:8]=2[CH:7]=[CH:6][CH:5]=1)([O-])=O.O.NN, predict the reaction product. The product is: [NH2:1][C:4]1[C:17]2[C:16]3[C:11](=[C:12]4[CH:21]=[C:20]5[O:22][CH2:23][O:24][C:19]5=[CH:18][C:13]4=[N:14][CH:15]=3)[N:10]([CH2:25][CH2:26][N:27]([CH3:28])[CH3:29])[C:9](=[O:30])[C:8]=2[CH:7]=[CH:6][CH:5]=1. (8) Given the reactants [NH2:1][C:2]1[C:3]([C:9]([OH:11])=[O:10])=[N:4][C:5]([Cl:8])=[CH:6][CH:7]=1.[C:12]1(C)C=CC=CC=1.C[Si](C=[N+]=[N-])(C)C, predict the reaction product. The product is: [CH3:12][O:10][C:9]([C:3]1[C:2]([NH2:1])=[CH:7][CH:6]=[C:5]([Cl:8])[N:4]=1)=[O:11]. (9) Given the reactants C[O:2][C:3]1[CH:12]=[C:11]([NH:13][C:14]2[CH:19]=[CH:18][C:17]([C:20]([F:23])([F:22])[F:21])=[CH:16][N:15]=2)[C:10]2[C:5](=[CH:6][C:7]([C:24]3[C:29]([C:30]([F:33])([F:32])[F:31])=[CH:28][CH:27]=[CH:26][N:25]=3)=[CH:8][N:9]=2)[N:4]=1, predict the reaction product. The product is: [F:33][C:30]([F:31])([F:32])[C:29]1[C:24]([C:7]2[CH:6]=[C:5]3[C:10]([C:11]([NH:13][C:14]4[CH:19]=[CH:18][C:17]([C:20]([F:21])([F:22])[F:23])=[CH:16][N:15]=4)=[CH:12][C:3]([OH:2])=[N:4]3)=[N:9][CH:8]=2)=[N:25][CH:26]=[CH:27][CH:28]=1.